This data is from NCI-60 drug combinations with 297,098 pairs across 59 cell lines. The task is: Regression. Given two drug SMILES strings and cell line genomic features, predict the synergy score measuring deviation from expected non-interaction effect. (1) Drug 1: CC(C1=C(C=CC(=C1Cl)F)Cl)OC2=C(N=CC(=C2)C3=CN(N=C3)C4CCNCC4)N. Drug 2: CCCCC(=O)OCC(=O)C1(CC(C2=C(C1)C(=C3C(=C2O)C(=O)C4=C(C3=O)C=CC=C4OC)O)OC5CC(C(C(O5)C)O)NC(=O)C(F)(F)F)O. Cell line: UO-31. Synergy scores: CSS=10.7, Synergy_ZIP=-3.84, Synergy_Bliss=-1.39, Synergy_Loewe=0.858, Synergy_HSA=1.02. (2) Drug 1: CC1C(C(=O)NC(C(=O)N2CCCC2C(=O)N(CC(=O)N(C(C(=O)O1)C(C)C)C)C)C(C)C)NC(=O)C3=C4C(=C(C=C3)C)OC5=C(C(=O)C(=C(C5=N4)C(=O)NC6C(OC(=O)C(N(C(=O)CN(C(=O)C7CCCN7C(=O)C(NC6=O)C(C)C)C)C)C(C)C)C)N)C. Drug 2: CN(C(=O)NC(C=O)C(C(C(CO)O)O)O)N=O. Cell line: DU-145. Synergy scores: CSS=8.83, Synergy_ZIP=-2.62, Synergy_Bliss=-2.66, Synergy_Loewe=-28.6, Synergy_HSA=-3.12.